This data is from Forward reaction prediction with 1.9M reactions from USPTO patents (1976-2016). The task is: Predict the product of the given reaction. (1) Given the reactants [F:1][C:2]1[CH:3]=[CH:4][C:5]([O:11][CH3:12])=[C:6](B(O)O)[CH:7]=1.[C:13]([C:16]1[CH:21]=[CH:20][C:19](B(O)O)=[CH:18][CH:17]=1)([OH:15])=[O:14].BrC1C=C(C(O)=O)C=CC=1, predict the reaction product. The product is: [F:1][C:2]1[CH:3]=[CH:4][C:5]([O:11][CH3:12])=[C:6]([C:18]2[CH:19]=[CH:20][CH:21]=[C:16]([C:13]([OH:15])=[O:14])[CH:17]=2)[CH:7]=1. (2) Given the reactants Cl[C:2]1[C:8]2[CH:9]=[CH:10][CH:11]=[CH:12][C:7]=2[S:6][C:5]2[CH:13]=[CH:14][C:15]([C:17](=[O:22])[CH2:18][CH2:19][CH2:20][CH3:21])=[CH:16][C:4]=2[N:3]=1.CN1CCCC1=O.[CH:30]1([Mg]Cl)[CH2:35][CH2:34][CH2:33][CH2:32][CH2:31]1, predict the reaction product. The product is: [CH:30]1([C:2]2[C:8]3[CH:9]=[CH:10][CH:11]=[CH:12][C:7]=3[S:6][C:5]3[CH:13]=[CH:14][C:15]([C:17](=[O:22])[CH2:18][CH2:19][CH2:20][CH3:21])=[CH:16][C:4]=3[N:3]=2)[CH2:35][CH2:34][CH2:33][CH2:32][CH2:31]1.